From a dataset of Full USPTO retrosynthesis dataset with 1.9M reactions from patents (1976-2016). Predict the reactants needed to synthesize the given product. (1) The reactants are: [C:1]([C:4]1[C:12]2[O:11][C:10]([CH:13]3[CH2:18][CH2:17][N:16]([C:19](OCC4C=CC=CC=4)=O)[CH2:15][CH2:14]3)=[N:9][C:8]=2[CH:7]=[CH:6][CH:5]=1)(=[O:3])[NH2:2].[CH:29](=O)[CH2:30]C.[H][H]. Given the product [CH2:19]([N:16]1[CH2:15][CH2:14][CH:13]([C:10]2[O:11][C:12]3[C:4]([C:1]([NH2:2])=[O:3])=[CH:5][CH:6]=[CH:7][C:8]=3[N:9]=2)[CH2:18][CH2:17]1)[CH2:29][CH3:30], predict the reactants needed to synthesize it. (2) Given the product [NH2:57][C:53]1([C:50]2[CH:49]=[CH:48][C:47]([C:45]3[C:44]([C:65]4[CH:70]=[CH:69][CH:68]=[CH:67][CH:66]=4)=[CH:43][C:38]4[NH:39][C:40](=[O:42])[CH2:41][N:36]([CH3:35])[C:37]=4[N:46]=3)=[CH:52][CH:51]=2)[CH2:54][CH2:55][CH2:56]1, predict the reactants needed to synthesize it. The reactants are: N1C=CN=C1CN1C(=O)COC2N=C(C3C=CC(C4(N)CCC4)=CC=3)C(C3C=CC=CC=3)=CC1=2.[CH3:35][N:36]1[CH2:41][C:40](=[O:42])[NH:39][C:38]2[CH:43]=[C:44]([C:65]3[CH:70]=[CH:69][CH:68]=[CH:67][CH:66]=3)[C:45]([C:47]3[CH:52]=[CH:51][C:50]([C:53]4([NH:57]C(=O)OC(C)(C)C)[CH2:56][CH2:55][CH2:54]4)=[CH:49][CH:48]=3)=[N:46][C:37]1=2.